From a dataset of Forward reaction prediction with 1.9M reactions from USPTO patents (1976-2016). Predict the product of the given reaction. (1) Given the reactants [OH:1][CH:2]1[C:7](=O)[CH2:6][CH2:5][N:4]([C:9]([O:11][C:12]([CH3:15])([CH3:14])[CH3:13])=[O:10])[CH2:3]1.[C:16](#[N:20])[CH2:17][C:18]#[N:19].C(NCC)C, predict the reaction product. The product is: [NH2:20][C:16]1[O:1][C:2]2[CH2:3][N:4]([C:9]([O:11][C:12]([CH3:15])([CH3:14])[CH3:13])=[O:10])[CH2:5][CH2:6][C:7]=2[C:17]=1[C:18]#[N:19]. (2) Given the reactants CS([C:5]1[N:10]=[C:9]([O:11][C:12]2[CH:13]=[N:14][CH:15]=[CH:16][CH:17]=2)[C:8]([C:18]2[CH:23]=[CH:22][C:21]([Cl:24])=[CH:20][CH:19]=2)=[C:7]([C:25]2[CH:30]=[CH:29][C:28]([Cl:31])=[CH:27][C:26]=2[Cl:32])[N:6]=1)(=O)=O.C([Li])CCC.[CH2:38]([OH:41])[CH2:39][CH3:40], predict the reaction product. The product is: [CH2:38]([O:41][C:5]1[N:10]=[C:9]([O:11][C:12]2[CH:13]=[N:14][CH:15]=[CH:16][CH:17]=2)[C:8]([C:18]2[CH:23]=[CH:22][C:21]([Cl:24])=[CH:20][CH:19]=2)=[C:7]([C:25]2[CH:30]=[CH:29][C:28]([Cl:31])=[CH:27][C:26]=2[Cl:32])[N:6]=1)[CH2:39][CH3:40].